From a dataset of Peptide-MHC class II binding affinity with 134,281 pairs from IEDB. Regression. Given a peptide amino acid sequence and an MHC pseudo amino acid sequence, predict their binding affinity value. This is MHC class II binding data. (1) The MHC is DRB1_0802 with pseudo-sequence DRB1_0802. The binding affinity (normalized) is 0. The peptide sequence is TGSDGKTTWCSQTDY. (2) The peptide sequence is DIYNYMEPYVSKVDP. The MHC is DRB4_0101 with pseudo-sequence DRB4_0103. The binding affinity (normalized) is 0.0973. (3) The peptide sequence is DVALSEQGEFKLLSE. The MHC is DRB1_1101 with pseudo-sequence DRB1_1101. The binding affinity (normalized) is 0.341. (4) The peptide sequence is LQSLVSQYFQTVADY. The MHC is HLA-DPA10201-DPB10101 with pseudo-sequence HLA-DPA10201-DPB10101. The binding affinity (normalized) is 0.356. (5) The peptide sequence is LASVAMCRTPFSLAEHHHHHH. The MHC is DRB1_0301 with pseudo-sequence DRB1_0301. The binding affinity (normalized) is 0.666.